From a dataset of Tyrosyl-DNA phosphodiesterase HTS with 341,365 compounds. Binary Classification. Given a drug SMILES string, predict its activity (active/inactive) in a high-throughput screening assay against a specified biological target. (1) The compound is Brc1cc(F)c(NC(/SC)=N\S(=O)(=O)c2sccc2)cc1. The result is 0 (inactive). (2) The compound is S(=O)(=O)(CCC(=O)NCCOc1c(OC)cccc1)c1ccccc1. The result is 0 (inactive). (3) The compound is o1c2c(c(c1C(=O)Nc1ncc(cc1)C)C)cccc2. The result is 0 (inactive). (4) The compound is S1C(C2=C(Nc3c1cccc3)c1c(C2=O)cccc1)c1ccc(cc1)CC. The result is 0 (inactive). (5) The molecule is s1c(N(CCN(C)C)C(=O)c2cc3c(cc2)cccc3)nc2c1cc(F)cc2F. The result is 0 (inactive). (6) The drug is FC(F)(F)C(NCCc1ccc(F)cc1)(NC(=O)CC)C(OCC)=O. The result is 0 (inactive). (7) The molecule is s1c(nnc1Nc1ccc(CC)cc1)c1cc2c(oc1=O)ccc(OC)c2. The result is 0 (inactive).